Predict the reactants needed to synthesize the given product. From a dataset of Full USPTO retrosynthesis dataset with 1.9M reactions from patents (1976-2016). (1) Given the product [Br:1][C:2]1[C:3]([N:24]2[CH2:29][CH2:28][CH2:27][C@@H:26]([NH:30][C:31](=[O:37])[O:32][C:33]([CH3:35])([CH3:34])[CH3:36])[CH2:25]2)=[C:4]2[C:10]([NH:11][C:12]([C@@H:14]3[CH2:16][C@H:15]3[C:17]3[CH:22]=[CH:21][CH:20]=[CH:19][CH:18]=3)=[O:13])=[CH:9][NH:8][C:5]2=[N:6][CH:7]=1, predict the reactants needed to synthesize it. The reactants are: [Br:1][C:2]1[C:3](F)=[C:4]2[C:10]([NH:11][C:12]([C@@H:14]3[CH2:16][C@H:15]3[C:17]3[CH:22]=[CH:21][CH:20]=[CH:19][CH:18]=3)=[O:13])=[CH:9][NH:8][C:5]2=[N:6][CH:7]=1.[NH:24]1[CH2:29][CH2:28][CH2:27][C@@H:26]([NH:30][C:31](=[O:37])[O:32][C:33]([CH3:36])([CH3:35])[CH3:34])[CH2:25]1. (2) Given the product [CH3:20][O:21][C:22]1[CH:27]=[C:26]([C:2]2[CH:3]=[C:4]3[C:8](=[CH:9][CH:10]=2)[NH:7][C:6]([C:11]([N:13]2[CH2:18][CH2:17][N:16]([CH3:19])[CH2:15][CH2:14]2)=[O:12])=[CH:5]3)[CH:25]=[CH:24][CH:23]=1, predict the reactants needed to synthesize it. The reactants are: Br[C:2]1[CH:3]=[C:4]2[C:8](=[CH:9][CH:10]=1)[NH:7][C:6]([C:11]([N:13]1[CH2:18][CH2:17][N:16]([CH3:19])[CH2:15][CH2:14]1)=[O:12])=[CH:5]2.[CH3:20][O:21][C:22]1[CH:23]=[C:24](B(O)O)[CH:25]=[CH:26][CH:27]=1.[O-]P([O-])([O-])=O.[K+].[K+].[K+]. (3) The reactants are: CC1(C)C(C)(C)OB(/[CH:9]=[CH:10]/[C:11]2[CH:23]=[CH:22][C:14]([CH2:15][N:16]3[CH2:21][CH2:20][O:19][CH2:18][CH2:17]3)=[CH:13][CH:12]=2)O1.[C:25]([O:29][C:30]([N:32]1[CH2:37][CH2:36][N:35]([C:38]2[NH:39][C:40]([C:45]3[CH:50]=[CH:49][N:48]=[C:47](Cl)[CH:46]=3)=[CH:41][C:42]=2[C:43]#[N:44])[CH2:34][CH2:33]1)=[O:31])([CH3:28])([CH3:27])[CH3:26]. Given the product [C:25]([O:29][C:30]([N:32]1[CH2:33][CH2:34][N:35]([C:38]2[NH:39][C:40]([C:45]3[CH:50]=[CH:49][N:48]=[C:47](/[CH:9]=[CH:10]/[C:11]4[CH:12]=[CH:13][C:14]([CH2:15][N:16]5[CH2:17][CH2:18][O:19][CH2:20][CH2:21]5)=[CH:22][CH:23]=4)[CH:46]=3)=[CH:41][C:42]=2[C:43]#[N:44])[CH2:36][CH2:37]1)=[O:31])([CH3:28])([CH3:26])[CH3:27], predict the reactants needed to synthesize it.